Dataset: NCI-60 drug combinations with 297,098 pairs across 59 cell lines. Task: Regression. Given two drug SMILES strings and cell line genomic features, predict the synergy score measuring deviation from expected non-interaction effect. (1) Drug 1: CC1=C(C(=CC=C1)Cl)NC(=O)C2=CN=C(S2)NC3=CC(=NC(=N3)C)N4CCN(CC4)CCO. Drug 2: C1=CC=C(C(=C1)C(C2=CC=C(C=C2)Cl)C(Cl)Cl)Cl. Cell line: T-47D. Synergy scores: CSS=6.79, Synergy_ZIP=-3.26, Synergy_Bliss=-3.96, Synergy_Loewe=-2.87, Synergy_HSA=-3.89. (2) Drug 1: C1=NC(=NC(=O)N1C2C(C(C(O2)CO)O)O)N. Synergy scores: CSS=35.2, Synergy_ZIP=4.01, Synergy_Bliss=6.25, Synergy_Loewe=-18.2, Synergy_HSA=5.38. Drug 2: CN1C2=C(C=C(C=C2)N(CCCl)CCCl)N=C1CCCC(=O)O.Cl. Cell line: K-562. (3) Drug 1: CCC1=CC2CC(C3=C(CN(C2)C1)C4=CC=CC=C4N3)(C5=C(C=C6C(=C5)C78CCN9C7C(C=CC9)(C(C(C8N6C)(C(=O)OC)O)OC(=O)C)CC)OC)C(=O)OC.C(C(C(=O)O)O)(C(=O)O)O. Drug 2: CC1C(C(CC(O1)OC2CC(CC3=C2C(=C4C(=C3O)C(=O)C5=C(C4=O)C(=CC=C5)OC)O)(C(=O)C)O)N)O.Cl. Synergy scores: CSS=56.0, Synergy_ZIP=0.858, Synergy_Bliss=1.93, Synergy_Loewe=-4.30, Synergy_HSA=3.98. Cell line: NCI-H460. (4) Drug 1: CC1C(C(=O)NC(C(=O)N2CCCC2C(=O)N(CC(=O)N(C(C(=O)O1)C(C)C)C)C)C(C)C)NC(=O)C3=C4C(=C(C=C3)C)OC5=C(C(=O)C(=C(C5=N4)C(=O)NC6C(OC(=O)C(N(C(=O)CN(C(=O)C7CCCN7C(=O)C(NC6=O)C(C)C)C)C)C(C)C)C)N)C. Drug 2: CN1C(=O)N2C=NC(=C2N=N1)C(=O)N. Cell line: OVCAR-4. Synergy scores: CSS=-2.01, Synergy_ZIP=0.825, Synergy_Bliss=0.571, Synergy_Loewe=-2.78, Synergy_HSA=-2.74. (5) Drug 1: CC1CCC2CC(C(=CC=CC=CC(CC(C(=O)C(C(C(=CC(C(=O)CC(OC(=O)C3CCCCN3C(=O)C(=O)C1(O2)O)C(C)CC4CCC(C(C4)OC)OCCO)C)C)O)OC)C)C)C)OC. Drug 2: C#CCC(CC1=CN=C2C(=N1)C(=NC(=N2)N)N)C3=CC=C(C=C3)C(=O)NC(CCC(=O)O)C(=O)O. Cell line: CAKI-1. Synergy scores: CSS=37.3, Synergy_ZIP=2.86, Synergy_Bliss=1.73, Synergy_Loewe=-17.2, Synergy_HSA=0.170.